This data is from KCNQ2 potassium channel screen with 302,405 compounds. The task is: Binary Classification. Given a drug SMILES string, predict its activity (active/inactive) in a high-throughput screening assay against a specified biological target. (1) The compound is O=C(N1CCN(CC1)Cc1ccccc1)c1ccc(n2cccc2)cc1. The result is 0 (inactive). (2) The result is 0 (inactive). The molecule is O(c1cc2c(N\N=C\c3c(OC)cc(OC)cc3)cc(nc2cc1)C)C. (3) The compound is [O-][N+](=O)c1ccc(c2nc(N(Cc3ccccc3)C)c3c(n2)cccc3)cc1. The result is 0 (inactive).